This data is from Catalyst prediction with 721,799 reactions and 888 catalyst types from USPTO. The task is: Predict which catalyst facilitates the given reaction. Product: [Cl:9][C:5]1[CH:6]=[CH:7][CH:8]=[C:3]([Cl:2])[C:4]=1[NH:10][C:11]1[N:15]2[CH:16]=[CH:17][CH:18]=[N:19][C:14]2=[N:13][C:12]=1[C:20]1[C:29]([O:30][CH3:31])=[CH:28][C:27]([O:32][CH3:33])=[CH:26][C:21]=1[C:22]1[O:23][C:35](=[O:36])[NH:25][N:24]=1. Reactant: Cl.[Cl:2][C:3]1[CH:8]=[CH:7][CH:6]=[C:5]([Cl:9])[C:4]=1[NH:10][C:11]1[N:15]2[CH:16]=[CH:17][CH:18]=[N:19][C:14]2=[N:13][C:12]=1[C:20]1[C:29]([O:30][CH3:31])=[CH:28][C:27]([O:32][CH3:33])=[CH:26][C:21]=1[C:22]([NH:24][NH2:25])=[O:23].Cl[C:35](OC(Cl)(Cl)Cl)=[O:36]. The catalyst class is: 12.